From a dataset of Catalyst prediction with 721,799 reactions and 888 catalyst types from USPTO. Predict which catalyst facilitates the given reaction. (1) Reactant: [CH2:1]([O:8][C@@H:9]1[C@@H:14]([O:15][CH2:16][C:17]2[CH:22]=[CH:21][CH:20]=[CH:19][CH:18]=2)[C@H:13]([O:23][CH2:24][C:25]2[CH:30]=[CH:29][CH:28]=[CH:27][CH:26]=2)[C@@H:12]([CH2:31][O:32][CH2:33][C:34]2[CH:39]=[CH:38][CH:37]=[CH:36][CH:35]=2)[O:11][C@@H:10]1[CH2:40][CH2:41][CH2:42][OH:43])[C:2]1[CH:7]=[CH:6][CH:5]=[CH:4][CH:3]=1.CCN(C(C)C)C(C)C.[CH3:53][S:54](Cl)(=[O:56])=[O:55].O. Product: [CH3:53][S:54]([O:43][CH2:42][CH2:41][CH2:40][C@H:10]1[O:11][C@H:12]([CH2:31][O:32][CH2:33][C:34]2[CH:35]=[CH:36][CH:37]=[CH:38][CH:39]=2)[C@@H:13]([O:23][CH2:24][C:25]2[CH:26]=[CH:27][CH:28]=[CH:29][CH:30]=2)[C@H:14]([O:15][CH2:16][C:17]2[CH:22]=[CH:21][CH:20]=[CH:19][CH:18]=2)[C@H:9]1[O:8][CH2:1][C:2]1[CH:7]=[CH:6][CH:5]=[CH:4][CH:3]=1)(=[O:56])=[O:55]. The catalyst class is: 2. (2) Reactant: [O:1]1[CH2:6][CH2:5][N:4]([CH2:7][CH2:8][N:9]([C:14]2[CH:15]=[C:16]3[C:20](=[CH:21][CH:22]=2)[N:19]([CH2:23][C:24]([O:26]C)=[O:25])[C:18](=[O:28])[CH2:17]3)[S:10]([CH3:13])(=[O:12])=[O:11])[CH2:3][CH2:2]1.[ClH:29]. Product: [ClH:29].[O:1]1[CH2:6][CH2:5][N:4]([CH2:7][CH2:8][N:9]([C:14]2[CH:15]=[C:16]3[C:20](=[CH:21][CH:22]=2)[N:19]([CH2:23][C:24]([OH:26])=[O:25])[C:18](=[O:28])[CH2:17]3)[S:10]([CH3:13])(=[O:12])=[O:11])[CH2:3][CH2:2]1. The catalyst class is: 12.